Dataset: Forward reaction prediction with 1.9M reactions from USPTO patents (1976-2016). Task: Predict the product of the given reaction. (1) Given the reactants [F:1][C@H:2]1[CH2:6][NH2+:5][C@@H:4]2[C@@H:7]([OH:10])[CH2:8][O:9][C@H:3]12.[Cl-].[Br:12][C:13]1[CH:14]=[C:15]([C@H:19]([NH:24][C@@H:25]([CH2:29][CH:30]([CH3:32])[CH3:31])[C:26](O)=[O:27])[C:20]([F:23])([F:22])[F:21])[CH:16]=[CH:17][CH:18]=1.CN(C(ON1N=NC2C=CC=NC1=2)=[N+](C)C)C.F[P-](F)(F)(F)(F)F.C(N(C(C)C)CC)(C)C, predict the reaction product. The product is: [Br:12][C:13]1[CH:14]=[C:15]([C@H:19]([NH:24][C@@H:25]([CH2:29][CH:30]([CH3:32])[CH3:31])[C:26]([N:5]2[CH2:6][C@H:2]([F:1])[C@H:3]3[O:9][CH2:8][C@H:7]([OH:10])[C@@H:4]23)=[O:27])[C:20]([F:23])([F:22])[F:21])[CH:16]=[CH:17][CH:18]=1. (2) The product is: [N:36]([C:4]1[C:5]([NH:8][C:9](=[O:14])[C:10]([CH3:11])([CH3:13])[CH3:12])=[N:6][CH:7]=[C:2]([F:1])[CH:3]=1)=[N+:37]=[N-:38]. Given the reactants [F:1][C:2]1[CH:3]=[CH:4][C:5]([NH:8][C:9](=[O:14])[C:10]([CH3:13])([CH3:12])[CH3:11])=[N:6][CH:7]=1.C(C1C=CC(S([N:36]=[N+:37]=[N-:38])(=O)=O)=CC=1)CCCCCCCCCCC.[NH4+].[Cl-], predict the reaction product. (3) The product is: [CH2:1]([O:3][C:4](=[O:26])[CH2:5][N:6]([CH2:7][CH2:8][NH:9][S:10]([C:13]1[S:14][C:15]([C:18]2[CH:23]=[C:22]([Cl:24])[CH:21]=[CH:20][C:19]=2[Cl:25])=[N:16][N:17]=1)(=[O:12])=[O:11])[C:37](=[O:38])[CH2:36][N:27]1[CH:35]=[C:33]([CH3:34])[C:31](=[O:32])[NH:30][C:28]1=[O:29])[CH3:2]. Given the reactants [CH2:1]([O:3][C:4](=[O:26])[CH2:5][NH:6][CH2:7][CH2:8][NH:9][S:10]([C:13]1[S:14][C:15]([C:18]2[CH:23]=[C:22]([Cl:24])[CH:21]=[CH:20][C:19]=2[Cl:25])=[N:16][N:17]=1)(=[O:12])=[O:11])[CH3:2].[N:27]1([CH2:36][C:37](O)=[O:38])[CH:35]=[C:33]([CH3:34])[C:31](=[O:32])[NH:30][C:28]1=[O:29], predict the reaction product. (4) Given the reactants [N+:1]([C:4]1[CH:9]=[CH:8][C:7]([C:10]2[O:14][CH:13]=[N:12][CH:11]=2)=[CH:6][CH:5]=1)([O-])=O, predict the reaction product. The product is: [O:14]1[C:10]([C:7]2[CH:6]=[CH:5][C:4]([NH2:1])=[CH:9][CH:8]=2)=[CH:11][N:12]=[CH:13]1. (5) Given the reactants [Cl:1][C:2]1[CH:10]=[C:9]2[C:5]([CH:6]=[N:7][NH:8]2)=[CH:4][C:3]=1[C:11]1[CH:16]=[CH:15][C:14]([N:17]2[CH2:22][CH2:21][O:20][CH2:19][CH2:18]2)=[CH:13][CH:12]=1.[I:23]I.[OH-].[K+].[Cl-].[NH4+], predict the reaction product. The product is: [Cl:1][C:2]1[CH:10]=[C:9]2[C:5]([C:6]([I:23])=[N:7][NH:8]2)=[CH:4][C:3]=1[C:11]1[CH:16]=[CH:15][C:14]([N:17]2[CH2:18][CH2:19][O:20][CH2:21][CH2:22]2)=[CH:13][CH:12]=1. (6) Given the reactants [Cl:1][C:2]1[CH:7]=[CH:6][CH:5]=[C:4](/[CH:8]=[CH:9]/[C:10]2[CH:15]=[CH:14][C:13]([N+:16]([O-])=O)=[CH:12][CH:11]=2)[CH:3]=1, predict the reaction product. The product is: [Cl:1][C:2]1[CH:3]=[C:4]([CH2:8][CH2:9][C:10]2[CH:11]=[CH:12][C:13]([NH2:16])=[CH:14][CH:15]=2)[CH:5]=[CH:6][CH:7]=1. (7) Given the reactants [OH:1][C:2]1[CH:3]=[C:4]2[C:8](=[CH:9][CH:10]=1)[N:7]([S:11]([C:14]1[CH:19]=[CH:18][C:17]([CH3:20])=[CH:16][CH:15]=1)(=[O:13])=[O:12])[CH:6]=[C:5]2[CH2:21][CH2:22][NH:23][C:24](=[O:26])[CH3:25].C(=O)(O)[O-].[K+].Cl.Cl[CH2:34][CH2:35][N:36]1[CH2:41][CH2:40][CH2:39][CH2:38][CH2:37]1, predict the reaction product. The product is: [CH3:20][C:17]1[CH:16]=[CH:15][C:14]([S:11]([N:7]2[C:8]3[C:4](=[CH:3][C:2]([O:1][CH2:34][CH2:35][N:36]4[CH2:41][CH2:40][CH2:39][CH2:38][CH2:37]4)=[CH:10][CH:9]=3)[C:5]([CH2:21][CH2:22][NH:23][C:24](=[O:26])[CH3:25])=[CH:6]2)(=[O:13])=[O:12])=[CH:19][CH:18]=1. (8) Given the reactants C([C:5]1[CH:13]=[C:12]([N:14]([C:22](=[O:24])[CH3:23])[CH2:15][CH2:16][N:17]2[CH2:21][CH2:20][CH2:19][CH2:18]2)[CH:11]=[CH:10][C:6]=1[C:7]([OH:9])=[O:8])(C)(C)C.FC(F)(F)C(O)=O.C(Cl)[Cl:33], predict the reaction product. The product is: [ClH:33].[C:22]([N:14]([C:12]1[CH:11]=[CH:10][C:6]([C:7]([OH:9])=[O:8])=[CH:5][CH:13]=1)[CH2:15][CH2:16][N:17]1[CH2:18][CH2:19][CH2:20][CH2:21]1)(=[O:24])[CH3:23]. (9) The product is: [CH2:16]([NH:18][C:11](=[O:13])[C:3]1[C:2]([CH3:1])=[CH:7][C:6]([N+:8]([O-:10])=[O:9])=[CH:5][N:4]=1)[CH3:17]. Given the reactants [CH3:1][C:2]1[C:3]([C:11]([O:13]CC)=O)=[N:4][CH:5]=[C:6]([N+:8]([O-:10])=[O:9])[CH:7]=1.[CH2:16]([NH2:18])[CH3:17], predict the reaction product.